The task is: Predict the reaction yield, written as a fraction of the theoretical maximum amount of product (1.0 means a 100% yield; for example, 0.34 means a 34% yield).. This data is from Reaction yield outcomes from USPTO patents with 853,638 reactions. The reactants are [CH2:1]([N:3]([CH2:18][CH3:19])[CH2:4][CH2:5][NH:6][C:7]([C:9]1[C:13]([CH3:14])=[C:12]([CH:15]=O)[NH:11][C:10]=1[CH3:17])=[O:8])[CH3:2].[F:20][C:21]1[CH:22]=[C:23]2[C:27](=[CH:28][CH:29]=1)[NH:26][C:25](=[O:30])[CH2:24]2.N1CCCC1. The catalyst is C(O)C. The product is [CH2:1]([N:3]([CH2:18][CH3:19])[CH2:4][CH2:5][NH:6][C:7]([C:9]1[C:13]([CH3:14])=[C:12](/[CH:15]=[C:24]2\[C:25](=[O:30])[NH:26][C:27]3[C:23]\2=[CH:22][C:21]([F:20])=[CH:29][CH:28]=3)[NH:11][C:10]=1[CH3:17])=[O:8])[CH3:2]. The yield is 0.880.